From a dataset of Full USPTO retrosynthesis dataset with 1.9M reactions from patents (1976-2016). Predict the reactants needed to synthesize the given product. (1) Given the product [Br:1][C:2]1[CH:3]=[C:4]([C:15]([OH:17])=[O:16])[C:5]2[C:6]([CH3:14])=[CH:7][N:8]([CH:11]([CH3:13])[CH3:12])[C:9]=2[CH:10]=1, predict the reactants needed to synthesize it. The reactants are: [Br:1][C:2]1[CH:3]=[C:4]([C:15]([O:17]C)=[O:16])[C:5]2[C:6]([CH3:14])=[CH:7][N:8]([CH:11]([CH3:13])[CH3:12])[C:9]=2[CH:10]=1.[OH-].[Na+].O. (2) Given the product [CH2:1]([C:3]1[CH:4]=[CH:5][CH:6]=[C:7]2[C:11]=1[NH:10][CH:9]=[C:8]2[CH:13]([N:20]([CH3:22])[CH3:21])[C:14]1[CH:19]=[CH:18][CH:17]=[CH:16][CH:15]=1)[CH3:2], predict the reactants needed to synthesize it. The reactants are: [CH2:1]([C:3]1[CH:4]=[CH:5][CH:6]=[C:7]2[C:11]=1[NH:10][CH:9]=[CH:8]2)[CH3:2].[Cl-].[CH:13](=[N+:20]([CH3:22])[CH3:21])[C:14]1[CH:19]=[CH:18][CH:17]=[CH:16][CH:15]=1. (3) Given the product [C:1]1([S:7]([CH2:8][CH2:9][CH2:10][CH2:11][CH2:12][C:13]([C:15]2[O:16][C:17]([C:20]3[CH:25]=[CH:24][CH:23]=[CH:22][N:21]=3)=[CH:18][N:19]=2)=[O:14])=[O:34])[CH:2]=[CH:3][CH:4]=[CH:5][CH:6]=1.[C:1]1([S:7][CH2:8][CH2:9][CH2:10][CH2:11][CH2:12][C:13]([C:15]2[O:16][C:17]([C:20]3[CH:25]=[CH:24][CH:23]=[CH:22][N:21]=3)=[CH:18][N:19]=2)=[O:14])[CH:2]=[CH:3][CH:4]=[CH:5][CH:6]=1, predict the reactants needed to synthesize it. The reactants are: [C:1]1([S:7][CH2:8][CH2:9][CH2:10][CH2:11][CH2:12][C:13]([C:15]2[O:16][C:17]([C:20]3[CH:25]=[CH:24][CH:23]=[CH:22][N:21]=3)=[CH:18][N:19]=2)=[O:14])[CH:6]=[CH:5][CH:4]=[CH:3][CH:2]=1.C1C=C(Cl)C=C(C(OO)=[O:34])C=1. (4) Given the product [Cl:20][C:21]1[CH:26]=[CH:25][C:24]([CH:27]([CH2:29][N:2]([CH3:1])[CH2:3][C:4]2[CH:5]=[CH:6][C:7]([C:10]3[CH:15]=[CH:14][CH:13]=[CH:12][C:11]=3[C:16]([F:17])([F:18])[F:19])=[CH:8][CH:9]=2)[OH:28])=[CH:23][CH:22]=1, predict the reactants needed to synthesize it. The reactants are: [CH3:1][NH:2][CH2:3][C:4]1[CH:9]=[CH:8][C:7]([C:10]2[CH:15]=[CH:14][CH:13]=[CH:12][C:11]=2[C:16]([F:19])([F:18])[F:17])=[CH:6][CH:5]=1.[Cl:20][C:21]1[CH:26]=[CH:25][C:24]([CH:27]2[CH2:29][O:28]2)=[CH:23][CH:22]=1. (5) Given the product [CH2:1]([O:3][C:4](=[O:26])[CH2:5][C:6]1[CH:7]=[C:8]([C:14]2[CH:19]=[CH:18][C:17]([C:20]([F:22])([F:21])[F:23])=[CH:16][C:15]=2[CH2:24][NH:29][CH2:27][CH3:28])[C:9]([O:12][CH3:13])=[CH:10][CH:11]=1)[CH3:2], predict the reactants needed to synthesize it. The reactants are: [CH2:1]([O:3][C:4](=[O:26])[CH2:5][C:6]1[CH:7]=[C:8]([C:14]2[CH:19]=[CH:18][C:17]([C:20]([F:23])([F:22])[F:21])=[CH:16][C:15]=2[CH:24]=O)[C:9]([O:12][CH3:13])=[CH:10][CH:11]=1)[CH3:2].[CH2:27]([NH2:29])[CH3:28].C(O)(=O)C.C([BH3-])#N.[Na+]. (6) Given the product [CH2:32]([N:8]([C:6]1[CH:7]=[C:2]([Cl:1])[CH:3]=[C:4]([C:23]([O:25][CH3:26])=[O:24])[C:5]=1[CH3:22])[CH:9]1[CH2:14][CH2:13][N:12]([C:15]([O:17][C:18]([CH3:19])([CH3:20])[CH3:21])=[O:16])[CH2:11][CH2:10]1)[CH:31]=[CH2:30], predict the reactants needed to synthesize it. The reactants are: [Cl:1][C:2]1[CH:3]=[C:4]([C:23]([O:25][CH3:26])=[O:24])[C:5]([CH3:22])=[C:6]([NH:8][CH:9]2[CH2:14][CH2:13][N:12]([C:15]([O:17][C:18]([CH3:21])([CH3:20])[CH3:19])=[O:16])[CH2:11][CH2:10]2)[CH:7]=1.[H-].[Na+].Br[CH2:30][CH:31]=[CH2:32]. (7) The reactants are: Cl.FC1C=C(C=CC=1)CN1C=C(C2C3C(=NC=C(C4C=CC(C5CCNCC5)=CC=4)C=3)N(S(C3C=CC(C)=CC=3)(=O)=O)C=2)C=N1.[F:46][C:47]1[CH:52]=[C:51]([C:53]2[CH:54]=[C:55]3[C:61]([C:62]4[CH:63]=[N:64][N:65]([CH2:67][C:68]5[CH:73]=[CH:72][CH:71]=[C:70]([F:74])[CH:69]=5)[CH:66]=4)=[CH:60][N:59](S(C4C=CC(C)=CC=4)(=O)=O)[C:56]3=[N:57][CH:58]=2)[CH:50]=[CH:49][C:48]=1[N:85]1[CH2:90][CH2:89][N:88]([C:91]([O:93][C:94]([CH3:97])([CH3:96])[CH3:95])=[O:92])[CH2:87][CH2:86]1.[OH-].[Li+]. Given the product [F:46][C:47]1[CH:52]=[C:51]([C:53]2[CH:54]=[C:55]3[C:61]([C:62]4[CH:63]=[N:64][N:65]([CH2:67][C:68]5[CH:73]=[CH:72][CH:71]=[C:70]([F:74])[CH:69]=5)[CH:66]=4)=[CH:60][NH:59][C:56]3=[N:57][CH:58]=2)[CH:50]=[CH:49][C:48]=1[N:85]1[CH2:86][CH2:87][N:88]([C:91]([O:93][C:94]([CH3:97])([CH3:96])[CH3:95])=[O:92])[CH2:89][CH2:90]1, predict the reactants needed to synthesize it. (8) Given the product [OH:11][C:13]1([CH2:12][NH:8][C:5]2([CH2:4][O:3][CH3:2])[CH2:7][CH2:6]2)[CH2:14][CH2:15][N:16]([C:19]([O:21][C:22]([CH3:25])([CH3:24])[CH3:23])=[O:20])[CH2:17][CH2:18]1, predict the reactants needed to synthesize it. The reactants are: Cl.[CH3:2][O:3][CH2:4][C:5]1([NH2:8])[CH2:7][CH2:6]1.[OH-].[Na+].[O:11]1[C:13]2([CH2:18][CH2:17][N:16]([C:19]([O:21][C:22]([CH3:25])([CH3:24])[CH3:23])=[O:20])[CH2:15][CH2:14]2)[CH2:12]1.[Al]. (9) Given the product [Cl:1][C:2]1[S:6][C:5]([S:7]([NH:10][CH:11]([C:17]2[N:18]([CH2:22][C:23]3[CH:24]=[CH:25][C:26]([OH:29])=[CH:27][CH:28]=3)[CH:19]=[CH:20][N:21]=2)[CH:12]([CH2:15][CH3:16])[CH2:13][CH3:14])(=[O:8])=[O:9])=[CH:4][CH:3]=1, predict the reactants needed to synthesize it. The reactants are: [Cl:1][C:2]1[S:6][C:5]([S:7]([NH:10][CH:11]([C:17]2[N:18]([CH2:22][C:23]3[CH:28]=[CH:27][C:26]([O:29]C)=[CH:25][CH:24]=3)[CH:19]=[CH:20][N:21]=2)[CH:12]([CH2:15][CH3:16])[CH2:13][CH3:14])(=[O:9])=[O:8])=[CH:4][CH:3]=1.B(Br)(Br)Br.O.